This data is from Forward reaction prediction with 1.9M reactions from USPTO patents (1976-2016). The task is: Predict the product of the given reaction. The product is: [OH:21][CH2:20][C:11]1([C:14]2[CH:19]=[CH:18][CH:17]=[CH:16][N:15]=2)[CH2:10][CH2:9][N:8]([C:30]([O:32][C:33]([CH3:34])([CH3:35])[CH3:36])=[O:31])[CH2:13][CH2:12]1. Given the reactants C([N:8]1[CH2:13][CH2:12][C:11]([CH2:20][OH:21])([C:14]2[CH:19]=[CH:18][CH:17]=[CH:16][N:15]=2)[CH2:10][CH2:9]1)C1C=CC=CC=1.[C:33]([O:32][C:30](O[C:30]([O:32][C:33]([CH3:36])([CH3:35])[CH3:34])=[O:31])=[O:31])([CH3:36])([CH3:35])[CH3:34], predict the reaction product.